Task: Predict the reactants needed to synthesize the given product.. Dataset: Full USPTO retrosynthesis dataset with 1.9M reactions from patents (1976-2016) (1) Given the product [CH3:20][O:21][C:22]1[CH:27]=[CH:26][C:25]([O:28][CH3:29])=[CH:24][C:23]=1[NH:30][C:31](=[O:32])[NH:1][C:2]1[CH:3]=[CH:4][C:5]([C:8]2[C:16]3[C:11](=[N:12][CH:13]=[CH:14][CH:15]=3)[NH:10][C:9]=2[C:17]([NH2:19])=[O:18])=[CH:6][CH:7]=1, predict the reactants needed to synthesize it. The reactants are: [NH2:1][C:2]1[CH:7]=[CH:6][C:5]([C:8]2[C:16]3[C:11](=[N:12][CH:13]=[CH:14][CH:15]=3)[NH:10][C:9]=2[C:17]([NH2:19])=[O:18])=[CH:4][CH:3]=1.[CH3:20][O:21][C:22]1[CH:27]=[CH:26][C:25]([O:28][CH3:29])=[CH:24][C:23]=1[N:30]=[C:31]=[O:32]. (2) Given the product [O:23]1[CH2:24][CH2:25][N:20]([C:19]2[C:14]3[N:15]([CH:48]=[C:12]([CH:10]4[CH2:9][N:8]([C:6]5[CH:65]=[CH:64][C:63]6[C:58](=[CH:59][CH:60]=[CH:61][CH:62]=6)[N:57]=5)[CH2:11]4)[N:13]=3)[C:16]([C:26]3[CH:27]=[CH:28][C:29]([N:32]4[CH2:37][CH2:36][N:35]([C:38]([O:40][CH2:41][C:42]5[CH:47]=[CH:46][CH:45]=[CH:44][CH:43]=5)=[O:39])[CH2:34][CH2:33]4)=[N:30][CH:31]=3)=[CH:17][N:18]=2)[CH2:21][CH2:22]1, predict the reactants needed to synthesize it. The reactants are: C(O[C:6]([N:8]1[CH2:11][CH:10]([C:12]2[N:13]=[C:14]3[C:19]([N:20]4[CH2:25][CH2:24][O:23][CH2:22][CH2:21]4)=[N:18][CH:17]=[C:16]([C:26]4[CH:27]=[CH:28][C:29]([N:32]5[CH2:37][CH2:36][N:35]([C:38]([O:40][CH2:41][C:42]6[CH:47]=[CH:46][CH:45]=[CH:44][CH:43]=6)=[O:39])[CH2:34][CH2:33]5)=[N:30][CH:31]=4)[N:15]3[CH:48]=2)[CH2:9]1)=O)(C)(C)C.C([O-])([O-])=O.[Na+].[Na+].ClC1[CH:65]=[CH:64][C:63]2[C:58](=[CH:59][CH:60]=[CH:61][CH:62]=2)[N:57]=1. (3) Given the product [CH3:1][O:2][C:3]1[N:13]=[CH:12][C:11]2[S:10][CH2:9][CH2:8][N:7]([CH2:23][C:19]3[CH:18]=[C:17]([CH:22]=[CH:21][CH:20]=3)[C:16]([O:15][CH3:14])=[O:25])[CH2:6][C:5]=2[CH:4]=1, predict the reactants needed to synthesize it. The reactants are: [CH3:1][O:2][C:3]1[N:13]=[CH:12][C:11]2[S:10][CH2:9][CH2:8][NH:7][CH2:6][C:5]=2[CH:4]=1.[CH3:14][O:15][C:16](=[O:25])[C:17]1[CH:22]=[CH:21][CH:20]=[C:19]([CH:23]=O)[CH:18]=1.C(O[BH-](OC(=O)C)OC(=O)C)(=O)C.[Na+].